From a dataset of Experimentally validated miRNA-target interactions with 360,000+ pairs, plus equal number of negative samples. Binary Classification. Given a miRNA mature sequence and a target amino acid sequence, predict their likelihood of interaction. (1) The miRNA is hsa-miR-497-5p with sequence CAGCAGCACACUGUGGUUUGU. The protein sequence of the target gene is MDLSGVKKKSLLGVKENNKKSSTRAPSPTKRKDRSDEKSKDRSKDKGATKESSEKDRGRDKTRKRRSASSGSSSTRSRSSSTSSSGSSTSTGSSSGSSSSSASSRSGSSSTSRSSSSSSSSGSPSPSRRRHDNRRRSRSKSKPPKRDEKERKRRSPSPKPTKVHIGRLTRNVTKDHIMEIFSTYGKIKMIDMPVERMHPHLSKGYAYVEFENPDEAEKALKHMDGGQIDGQEITATAVLAPWPRPPPRRFSPPRRMLPPPPMWRRSPPRMRRRSRSPRRRSPVRRRSRSPGRRRHRSRSS.... Result: 1 (interaction). (2) The miRNA is rno-miR-206-3p with sequence UGGAAUGUAAGGAAGUGUGUGG. The protein sequence of the target gene is MEEAELVKGRLQAITDKRKIQEEISQKRLKIEEDKLKHQHLKKKALREKWLLDGISSGKEQEEMKKQNQQDQHQIQVLEQSILRLEKEIQDLEKAELQISTKEEAILKKLKSIERTTEDIIRSVKVEREERAEESIEDIYANIPDLPKSYIPSRLRKEINEEKEDDEQNRKALYAMEIKVEKDLKTGESTVLSSIPLPSDDFKGTGIKVYDDGQKSVYAVSSNHSAAYNGTDGLAPVEVEELLRQASERNSKSPTEYHEPVYANPFYRPTTPQRETVTPGPNFQERIKIKTNGLGIGVNE.... Result: 0 (no interaction).